This data is from Full USPTO retrosynthesis dataset with 1.9M reactions from patents (1976-2016). The task is: Predict the reactants needed to synthesize the given product. (1) Given the product [OH:25][CH:24]([C:23]1[CH:26]=[CH:27][CH:28]=[CH:29][C:22]=1[S:19]([C:15]1[S:14][CH:18]=[CH:17][CH:16]=1)(=[O:21])=[O:20])[C:10]1[C:9]2[C:8](=[O:11])[CH2:7][C:6]([CH3:13])([CH3:12])[CH2:5][C:4]=2[NH:3][C:2]=1[CH3:1], predict the reactants needed to synthesize it. The reactants are: [CH3:1][C:2]1[NH:3][C:4]2[CH2:5][C:6]([CH3:13])([CH3:12])[CH2:7][C:8](=[O:11])[C:9]=2[CH:10]=1.[S:14]1[CH:18]=[CH:17][CH:16]=[C:15]1[S:19]([C:22]1[CH:29]=[CH:28][CH:27]=[CH:26][C:23]=1[CH:24]=[O:25])(=[O:21])=[O:20].[OH-].[Na+]. (2) The reactants are: [O:1]1[C:10]2[CH:9]=[C:8]([CH2:11][N:12]([CH:20]3[CH2:25][CH2:24][N:23]([CH2:26][CH2:27][N:28]4[C:33](=[O:34])[CH:32]=[N:31]C5C=CC(OC)=NC4=5)[CH2:22][CH2:21]3)C(=O)OC(C)(C)C)[N:7]=[CH:6][C:5]=2[O:4][CH2:3][CH2:2]1.[ClH:41].[C:42]([O-:45])(O)=O.[Na+]. Given the product [ClH:41].[O:1]1[C:10]2[CH:9]=[C:8]([CH2:11][NH:12][CH:20]3[CH2:21][CH2:22][N:23]([CH2:26][CH2:27][N:28]4[C:33](=[O:34])[CH:32]=[N:31][C:6]5[N:7]=[CH:8][C:9]([O:45][CH3:42])=[CH:10][C:5]4=5)[CH2:24][CH2:25]3)[N:7]=[CH:6][C:5]=2[O:4][CH2:3][CH2:2]1, predict the reactants needed to synthesize it. (3) Given the product [Cl:11][C:12]1[CH:13]=[CH:14][C:15]([C@H:18]2[C@@:20]3([C:28]4[C:23](=[CH:24][CH:25]=[CH:26][CH:27]=4)[N:22]([CH2:3][CH2:4][N:5]4[CH2:10][CH2:9][O:8][CH2:7][CH2:6]4)[C:21]3=[O:29])[CH2:19]2)=[CH:16][CH:17]=1, predict the reactants needed to synthesize it. The reactants are: Cl.Cl[CH2:3][CH2:4][N:5]1[CH2:10][CH2:9][O:8][CH2:7][CH2:6]1.[Cl:11][C:12]1[CH:17]=[CH:16][C:15]([C@H:18]2[C@@:20]3([C:28]4[C:23](=[CH:24][CH:25]=[CH:26][CH:27]=4)[NH:22][C:21]3=[O:29])[CH2:19]2)=[CH:14][CH:13]=1. (4) Given the product [CH:1]1[CH:6]=[CH:5][C:4]([C@@H:7]2[O:17][C:16]3[CH:15]=[C:14]([OH:18])[CH:13]=[C:12]([OH:19])[C:11]=3[C:9](=[O:10])[CH2:8]2)=[CH:3][CH:2]=1, predict the reactants needed to synthesize it. The reactants are: [CH:1]1[CH:2]=[CH:3][C:4]([C@H:7]2[O:17][C:16]3[CH:15]=[C:14]([OH:18])[CH:13]=[C:12]([OH:19])[C:11]=3[C:9](=[O:10])[CH2:8]2)=[CH:5][CH:6]=1.Cl.O.CO. (5) Given the product [F:15][C:2]([F:1])([F:14])[O:3][C:4]1[CH:13]=[CH:12][C:7]2[N:8]([CH:31]([CH2:36][CH3:37])[C:32]([OH:34])=[O:33])[C:9](=[N:11][C:22](=[O:23])[C:21]3[CH:25]=[CH:26][CH:27]=[C:19]([O:18][C:17]([F:29])([F:28])[F:16])[CH:20]=3)[S:10][C:6]=2[CH:5]=1, predict the reactants needed to synthesize it. The reactants are: [F:1][C:2]([F:15])([F:14])[O:3][C:4]1[CH:13]=[CH:12][C:7]2[N:8]=[C:9]([NH2:11])[S:10][C:6]=2[CH:5]=1.[F:16][C:17]([F:29])([F:28])[O:18][C:19]1[CH:20]=[C:21]([CH:25]=[CH:26][CH:27]=1)[C:22](Cl)=[O:23].Br[CH:31]([CH2:36][CH3:37])[C:32]([O:34]C)=[O:33].COC1C=CC2N=C(N)SC=2C=1.ClC1C=C(C=CC=1)C(Cl)=O.BrCC(OCC)=O. (6) Given the product [Cl:1][C:2]1[C:3]([O:30][C@@H:31]2[CH2:35][CH2:34][CH2:33][C@H:32]2[C:36]2[NH:37][N:38]=[CH:39][CH:40]=2)=[CH:4][C:5]([F:29])=[C:6]([S:8]([NH:11][C:12]2[CH:17]=[CH:16][N:15]=[CH:14][N:13]=2)(=[O:10])=[O:9])[CH:7]=1, predict the reactants needed to synthesize it. The reactants are: [Cl:1][C:2]1[C:3]([O:30][C@@H:31]2[CH2:35][CH2:34][CH2:33][C@H:32]2[C:36]2[CH:40]=[CH:39][N:38](C3CCCCO3)[N:37]=2)=[CH:4][C:5]([F:29])=[C:6]([S:8]([N:11](CC2C=CC(OC)=CC=2OC)[C:12]2[CH:17]=[CH:16][N:15]=[CH:14][N:13]=2)(=[O:10])=[O:9])[CH:7]=1.C([SiH](CC)CC)C.FC(F)(F)C(O)=O. (7) Given the product [CH3:23][O:22][C:20](=[O:21])[C:10]#[C:9][C:5]1[CH:6]=[CH:7][CH:8]=[C:3]([O:2][CH3:1])[N:4]=1, predict the reactants needed to synthesize it. The reactants are: [CH3:1][O:2][C:3]1[CH:8]=[CH:7][CH:6]=[C:5]([C:9]#[C:10][Si](C)(C)C)[N:4]=1.C[Li].[Br-].[Li+].Cl[C:20]([O:22][CH3:23])=[O:21]. (8) The reactants are: N.[OH:2][C:3]1[CH:8]=[CH:7][C:6]([C:9]2[CH:14]=[CH:13][C:12]([C:15]([OH:17])=O)=[CH:11][CH:10]=2)=[CH:5][CH:4]=1.C1C=CC2N(O)N=[N:24]C=2C=1.CCN=C=NCCCN(C)C.Cl. Given the product [OH:2][C:3]1[CH:8]=[CH:7][C:6]([C:9]2[CH:14]=[CH:13][C:12]([C:15]([NH2:24])=[O:17])=[CH:11][CH:10]=2)=[CH:5][CH:4]=1, predict the reactants needed to synthesize it. (9) Given the product [CH3:1][C:2]1[CH:7]=[CH:6][C:5]2[O:8]/[C:9](=[CH:19]\[C:18]3[CH:21]=[C:22]([O:26][CH3:27])[C:23]([O:24][CH3:25])=[C:16]([O:15][CH3:14])[CH:17]=3)/[C:10](=[O:11])/[C:12](=[CH:19]/[C:18]3[CH:17]=[C:16]([O:15][CH3:14])[C:23]([O:24][CH3:25])=[C:22]([O:26][CH3:27])[CH:21]=3)/[O:13][C:4]=2[CH:3]=1, predict the reactants needed to synthesize it. The reactants are: [CH3:1][C:2]1[CH:7]=[CH:6][C:5]2[O:8][CH2:9][C:10]([CH2:12][O:13][C:4]=2[CH:3]=1)=[O:11].[CH3:14][O:15][C:16]1[CH:17]=[C:18]([CH:21]=[C:22]([O:26][CH3:27])[C:23]=1[O:24][CH3:25])[CH:19]=O.